From a dataset of Forward reaction prediction with 1.9M reactions from USPTO patents (1976-2016). Predict the product of the given reaction. (1) Given the reactants [Si:1]([O:8][C@H:9]1[CH2:14][CH2:13][CH2:12][CH2:11][C@@H:10]1[N:15]1[CH:27]([CH2:28][CH:29]([OH:32])CO)[C:26]2[C:17](=[CH:18][C:19]([CH2:33][C:34]3[CH:35]=[N:36][C:37]([Cl:40])=[CH:38][CH:39]=3)=[C:20]3[C:25]=2[N:24]=[CH:23][CH:22]=[CH:21]3)[C:16]1=[O:41])([C:4]([CH3:7])([CH3:6])[CH3:5])([CH3:3])[CH3:2].I([O-])(=O)(=O)=O.[Na+], predict the reaction product. The product is: [Si:1]([O:8][C@H:9]1[CH2:14][CH2:13][CH2:12][CH2:11][C@@H:10]1[N:15]1[CH:27]([CH2:28][CH:29]=[O:32])[C:26]2[C:17](=[CH:18][C:19]([CH2:33][C:34]3[CH:35]=[N:36][C:37]([Cl:40])=[CH:38][CH:39]=3)=[C:20]3[C:25]=2[N:24]=[CH:23][CH:22]=[CH:21]3)[C:16]1=[O:41])([C:4]([CH3:7])([CH3:5])[CH3:6])([CH3:2])[CH3:3]. (2) The product is: [NH2:1][C:2]1[C:17]([NH2:18])=[CH:16][C:5]([C:6]([NH:8][C:9]2[CH:14]=[CH:13][C:12]([Br:15])=[CH:11][CH:10]=2)=[O:7])=[C:4]([O:21][CH3:22])[CH:3]=1. Given the reactants [NH2:1][C:2]1[C:17]([N+:18]([O-])=O)=[CH:16][C:5]([C:6]([NH:8][C:9]2[CH:14]=[CH:13][C:12]([Br:15])=[CH:11][CH:10]=2)=[O:7])=[C:4]([O:21][CH3:22])[CH:3]=1.C1COCC1.CCO, predict the reaction product. (3) Given the reactants [N:1]1([C:7](=[O:9])[CH3:8])[CH2:6][CH2:5][NH:4][CH2:3][CH2:2]1.[NH:10]1[C:18]2[C:13](=[CH:14][C:15]([NH:19][C:20]3[C:21]4[S:28][C:27]([C:29]5[CH:36]=[CH:35][C:32]([CH:33]=O)=[CH:31][CH:30]=5)=[CH:26][C:22]=4[N:23]=[CH:24][N:25]=3)=[CH:16][CH:17]=2)[CH:12]=[CH:11]1, predict the reaction product. The product is: [NH:10]1[C:18]2[C:13](=[CH:14][C:15]([NH:19][C:20]3[C:21]4[S:28][C:27]([C:29]5[CH:36]=[CH:35][C:32]([CH2:33][N:4]6[CH2:5][CH2:6][N:1]([C:7](=[O:9])[CH3:8])[CH2:2][CH2:3]6)=[CH:31][CH:30]=5)=[CH:26][C:22]=4[N:23]=[CH:24][N:25]=3)=[CH:16][CH:17]=2)[CH:12]=[CH:11]1. (4) Given the reactants [CH:1]1([C:4]2[C:5]([NH:30][S:31]([CH3:34])(=[O:33])=[O:32])=[CH:6][C:7]3[O:11][C:10]([C:12]4[CH:17]=[CH:16][C:15]([O:18][C:19]5[CH:24]=[CH:23][C:22]([F:25])=[CH:21][CH:20]=5)=[CH:14][CH:13]=4)=[C:9]([C:26]([OH:28])=O)[C:8]=3[CH:29]=2)[CH2:3][CH2:2]1.C1N=C[N:37](C(N2C=NC=C2)=O)[CH:36]=1.Cl.CN.CCN(C(C)C)C(C)C, predict the reaction product. The product is: [CH3:36][NH:37][C:26]([C:9]1[C:8]2[CH:29]=[C:4]([CH:1]3[CH2:3][CH2:2]3)[C:5]([NH:30][S:31]([CH3:34])(=[O:33])=[O:32])=[CH:6][C:7]=2[O:11][C:10]=1[C:12]1[CH:13]=[CH:14][C:15]([O:18][C:19]2[CH:24]=[CH:23][C:22]([F:25])=[CH:21][CH:20]=2)=[CH:16][CH:17]=1)=[O:28]. (5) Given the reactants [Cl:1][C:2]1[CH:3]=[C:4]([C:8]#[C:9][C:10]2[CH2:11][C:12]3([O:23][N:24]=2)[CH2:16][CH2:15][N:14]([C:17]([N:19]([O:21][CH3:22])[CH3:20])=[O:18])[CH2:13]3)[CH:5]=[CH:6][CH:7]=1.Cl[C:26]1C=C(C#CC2CC3(CCNC3)ON=2)C=CC=1, predict the reaction product. The product is: [Cl:1][C:2]1[CH:3]=[C:4]([C:8]#[C:9][C:10]2[CH2:11][C:12]3([CH2:16][CH2:15][N:14]([C:17]([N:19]([O:21][CH3:22])[CH3:20])=[O:18])[CH2:13][CH2:26]3)[O:23][N:24]=2)[CH:5]=[CH:6][CH:7]=1.